From a dataset of Forward reaction prediction with 1.9M reactions from USPTO patents (1976-2016). Predict the product of the given reaction. (1) Given the reactants [Na].[C:2](OCC)(=[O:9])[CH2:3][C:4]([O:6][CH2:7][CH3:8])=[O:5].[O-]CC.[Na+].C(O[C:20](=[O:27])[CH:21]=[C:22]([NH2:26])[CH:23]1[CH2:25][CH2:24]1)C, predict the reaction product. The product is: [CH2:7]([O:6][C:4](=[O:5])[C:3]1[C:20]([OH:27])=[CH:21][C:22]([CH:23]2[CH2:24][CH2:25]2)=[N:26][C:2]=1[OH:9])[CH3:8]. (2) Given the reactants [CH3:1][N:2]1[C:10]2[C:9]([O:11][C:12]3[CH:18]=[CH:17][C:15]([NH2:16])=[CH:14][CH:13]=3)=[N:8][CH:7]=[N:6][C:5]=2[CH:4]=[CH:3]1.[Cl:19][C:20]1[CH:21]=[C:22]([CH:24]=[CH:25][CH:26]=1)[NH2:23].CN(C)[CH:29]=[O:30], predict the reaction product. The product is: [Cl:19][C:20]1[CH:21]=[C:22]([NH:23][C:29]([NH:16][C:15]2[CH:17]=[CH:18][C:12]([O:11][C:9]3[C:10]4[N:2]([CH3:1])[CH:3]=[CH:4][C:5]=4[N:6]=[CH:7][N:8]=3)=[CH:13][CH:14]=2)=[O:30])[CH:24]=[CH:25][CH:26]=1. (3) Given the reactants [N:1]1([CH2:7][CH2:8][CH2:9][NH2:10])[CH2:6][CH2:5][O:4][CH2:3][CH2:2]1.Cl[C:12]1[N:13]=[N+:14]([O-:26])[C:15]2[CH:25]=[C:24]3[C:19]([CH2:20][CH2:21][CH2:22][O:23]3)=[CH:18][C:16]=2[N:17]=1, predict the reaction product. The product is: [N:1]1([CH2:7][CH2:8][CH2:9][NH:10][C:12]2[N:13]=[N+:14]([O-:26])[C:15]3[CH:25]=[C:24]4[C:19]([CH2:20][CH2:21][CH2:22][O:23]4)=[CH:18][C:16]=3[N:17]=2)[CH2:6][CH2:5][O:4][CH2:3][CH2:2]1. (4) Given the reactants [CH3:1][N:2]([CH3:21])[C:3](=[O:20])[CH2:4][CH2:5][CH2:6][C:7]1[CH:12]=[CH:11][C:10]([NH:13][C:14]2([C:18]#N)[CH2:17][CH2:16][CH2:15]2)=[CH:9][CH:8]=1.[N:22]([C:25]1[CH:32]=[CH:31][C:28]([C:29]#[N:30])=[C:27]([C:33]([F:36])([F:35])[F:34])[CH:26]=1)=[C:23]=[S:24].C[OH:38].Cl, predict the reaction product. The product is: [C:29]([C:28]1[CH:31]=[CH:32][C:25]([N:22]2[C:18](=[O:38])[C:14]3([CH2:17][CH2:16][CH2:15]3)[N:13]([C:10]3[CH:11]=[CH:12][C:7]([CH2:6][CH2:5][CH2:4][C:3]([N:2]([CH3:21])[CH3:1])=[O:20])=[CH:8][CH:9]=3)[C:23]2=[S:24])=[CH:26][C:27]=1[C:33]([F:34])([F:36])[F:35])#[N:30]. (5) Given the reactants [H-].[Al+3].[Li+].[H-].[H-].[H-].[F:7][C:8]1[CH:9]=[C:10]([CH:21]=[CH:22][CH:23]=1)[CH2:11][CH:12]1[CH2:17][CH2:16][CH2:15][N:14]([C:18](=O)[CH3:19])[CH2:13]1.O, predict the reaction product. The product is: [CH2:18]([N:14]1[CH2:15][CH2:16][CH2:17][CH:12]([CH2:11][C:10]2[CH:21]=[CH:22][CH:23]=[C:8]([F:7])[CH:9]=2)[CH2:13]1)[CH3:19]. (6) Given the reactants C(NC1N=C2C(N=C(OC)N2CCC[CH:18]2[CH2:23][CH2:22][O:21][C:20]([CH3:25])(C)[CH2:19]2)=C(N)N=1)CCC.FC(F)(F)C(O)=O.[CH3:36][C@@H:37]([O:41][C:42]1[NH:43][C:44]([NH2:53])=[C:45]2[C:49]([N:50]=1)=[N:48][C:47]([O:51][CH3:52])=[N:46]2)[CH2:38][CH2:39][CH3:40].BrCC[C@@H]1CCOC1, predict the reaction product. The product is: [CH3:36][C@@H:37]([O:41][C:42]1[N:50]=[C:49]2[C:45]([N:46]=[C:47]([O:51][CH3:52])[N:48]2[CH2:19][CH2:18][C@@H:23]2[CH2:25][CH2:20][O:21][CH2:22]2)=[C:44]([NH2:53])[N:43]=1)[CH2:38][CH2:39][CH3:40]. (7) The product is: [CH3:7][C:5]1[N:6]=[C:2]([CH:31]=[O:32])[S:3][C:4]=1[CH2:8][N:9]1[CH2:14][CH2:13][C:12]2([C:22]3[C:17](=[CH:18][CH:19]=[CH:20][CH:21]=3)[CH:16]=[CH:15]2)[CH2:11][CH2:10]1. Given the reactants Br[C:2]1[S:3][C:4]([CH2:8][N:9]2[CH2:14][CH2:13][C:12]3([C:22]4[C:17](=[CH:18][CH:19]=[CH:20][CH:21]=4)[CH:16]=[CH:15]3)[CH2:11][CH2:10]2)=[C:5]([CH3:7])[N:6]=1.[Li]CCCC.CN([CH:31]=[O:32])C.[NH4+].[Cl-], predict the reaction product.